Dataset: Drug-target binding data from BindingDB using Kd measurements. Task: Regression. Given a target protein amino acid sequence and a drug SMILES string, predict the binding affinity score between them. We predict pKd (pKd = -log10(Kd in M); higher means stronger binding). Dataset: bindingdb_kd. The compound is [NH3+][C@@H](Cc1ccc(OP(=O)([O-])[O-])cc1)C(=O)[O-]. The target protein sequence is QAEEWYFGKITRRESERLLLNPENPRGTFLVRQLARVKGAYALSVSDFDNAKGLNVLHYKIRKLDSGGFYITSRTQFSSLQQLVAYYSKHADGLCHRLTNVCPT. The pKd is 8.1.